From a dataset of Peptide-MHC class I binding affinity with 185,985 pairs from IEDB/IMGT. Regression. Given a peptide amino acid sequence and an MHC pseudo amino acid sequence, predict their binding affinity value. This is MHC class I binding data. (1) The peptide sequence is FLFILLLCL. The MHC is HLA-A31:01 with pseudo-sequence HLA-A31:01. The binding affinity (normalized) is 0.326. (2) The peptide sequence is YYFSYPLFV. The MHC is HLA-C07:01 with pseudo-sequence HLA-C07:01. The binding affinity (normalized) is 0.820. (3) The peptide sequence is CEALLADGL. The MHC is HLA-B39:01 with pseudo-sequence HLA-B39:01. The binding affinity (normalized) is 0.0847. (4) The peptide sequence is FSAVISGSV. The MHC is HLA-A02:02 with pseudo-sequence HLA-A02:02. The binding affinity (normalized) is 0.642. (5) The peptide sequence is HRILDIYLEKE. The MHC is Mamu-B08 with pseudo-sequence Mamu-B08. The binding affinity (normalized) is 0.164. (6) The peptide sequence is TQFPTAFEF. The MHC is Mamu-B52 with pseudo-sequence Mamu-B52. The binding affinity (normalized) is 0.531.